From a dataset of Forward reaction prediction with 1.9M reactions from USPTO patents (1976-2016). Predict the product of the given reaction. (1) Given the reactants [NH2:1][C:2]1[CH:3]=[C:4]2[C:9](=[CH:10][CH:11]=1)[N:8]=[CH:7][C:6]([C:12]#[N:13])=[C:5]2[NH:14][C:15]1[CH:20]=[CH:19][C:18]([F:21])=[C:17]([Cl:22])[CH:16]=1.[CH:23](=O)[C:24]1[CH:29]=[CH:28][CH:27]=[CH:26][CH:25]=1.[BH3-]C#N.[Na+], predict the reaction product. The product is: [CH2:23]([NH:1][C:2]1[CH:3]=[C:4]2[C:9](=[CH:10][CH:11]=1)[N:8]=[CH:7][C:6]([C:12]#[N:13])=[C:5]2[NH:14][C:15]1[CH:20]=[CH:19][C:18]([F:21])=[C:17]([Cl:22])[CH:16]=1)[C:24]1[CH:29]=[CH:28][CH:27]=[CH:26][CH:25]=1. (2) Given the reactants Br[C:2]1[CH:7]=[C:6]2[NH:8][C:9](=[O:16])[C:10]3([CH2:15][CH2:14][O:13][CH2:12][CH2:11]3)[C:5]2=[CH:4][CH:3]=1.[B:17]1([B:17]2[O:21][C:20]([CH3:23])([CH3:22])[C:19]([CH3:25])([CH3:24])[O:18]2)[O:21][C:20]([CH3:23])([CH3:22])[C:19]([CH3:25])([CH3:24])[O:18]1.C([O-])(=O)C.[K+].CS(C)=O, predict the reaction product. The product is: [CH3:24][C:19]1([CH3:25])[C:20]([CH3:23])([CH3:22])[O:21][B:17]([C:2]2[CH:7]=[C:6]3[NH:8][C:9](=[O:16])[C:10]4([CH2:15][CH2:14][O:13][CH2:12][CH2:11]4)[C:5]3=[CH:4][CH:3]=2)[O:18]1. (3) Given the reactants O=[C:2]1[CH2:6][CH2:5][CH2:4][CH:3]1[C:7]([O:9][CH3:10])=[O:8].[CH2:11]1[CH2:16][CH2:15][C:14]([CH2:21][NH2:22])([CH2:17][C:18]([OH:20])=[O:19])[CH2:13][CH2:12]1.[NH:23]1[CH2:28][CH2:27][CH2:26][CH2:25][CH2:24]1, predict the reaction product. The product is: [C:7]([C:3]1[CH2:4][CH2:5][CH2:6][C:2]=1[NH:22][CH2:21][C:14]1([CH2:17][C:18]([O-:20])=[O:19])[CH2:15][CH2:16][CH2:11][CH2:12][CH2:13]1)([O:9][CH3:10])=[O:8].[NH2+:23]1[CH2:28][CH2:27][CH2:26][CH2:25][CH2:24]1. (4) The product is: [CH3:41][O:40][C:36]1[CH:35]=[C:34]([CH:42]=[CH:43][CH:44]=[O:45])[CH:33]=[C:32]([O:31][CH3:30])[C:37]=1[O:38][CH3:39].[CH3:46][O:47][C:48]1[CH:49]=[C:50]2[C:51]([CH:42]([C:34]3[CH:33]=[C:32]([O:31][CH3:30])[C:37]([O:38][CH3:39])=[C:36]([O:40][CH3:41])[CH:35]=3)[CH2:43][CH:44]([OH:45])[O:54]2)=[CH:52][CH:53]=1. Given the reactants BrC1C=C(C=CC=O)C=C(OC)C=1OC.COC1C=C(C=C(OC)C=1OC)C=O.[CH3:30][O:31][C:32]1[CH:33]=[C:34]([CH:42]=[CH:43][CH:44]=[O:45])[CH:35]=[C:36]([O:40][CH3:41])[C:37]=1[O:38][CH3:39].[CH3:46][O:47][C:48]1[CH:49]=[C:50]([OH:54])[CH:51]=[CH:52][CH:53]=1.N1CCOCC1, predict the reaction product. (5) Given the reactants [CH3:1][C:2]1[S:13][C:5]2[CH2:6][N:7]([CH3:12])[CH2:8][CH2:9][CH:10]([OH:11])[C:4]=2[CH:3]=1.F[C:15]1[CH:23]=[CH:22][C:18]([C:19]([NH2:21])=[O:20])=[CH:17][CH:16]=1, predict the reaction product. The product is: [C:19]([C:18]1[CH:22]=[CH:23][C:15]([O:11][CH:10]2[CH2:9][CH2:8][N:7]([CH3:12])[CH2:6][C:5]3[S:13][C:2]([CH3:1])=[CH:3][C:4]2=3)=[CH:16][CH:17]=1)(=[O:20])[NH2:21]. (6) Given the reactants C[O:2][C:3](=[O:33])[C:4]([CH3:32])([NH:6][C:7]([C:9]1[CH:18]=[CH:17][C:16]2[CH2:15][CH2:14][CH2:13][CH2:12][C:11]=2[C:10]=1[O:19][CH2:20][C:21]1[CH:26]=[CH:25][C:24]([O:27][C:28]([F:31])([F:30])[F:29])=[CH:23][CH:22]=1)=[O:8])[CH3:5].[OH-].[Na+], predict the reaction product. The product is: [CH3:32][C:4]([NH:6][C:7]([C:9]1[CH:18]=[CH:17][C:16]2[CH2:15][CH2:14][CH2:13][CH2:12][C:11]=2[C:10]=1[O:19][CH2:20][C:21]1[CH:22]=[CH:23][C:24]([O:27][C:28]([F:29])([F:31])[F:30])=[CH:25][CH:26]=1)=[O:8])([CH3:5])[C:3]([OH:33])=[O:2]. (7) Given the reactants [NH2:1][C:2]1[N:7]=[CH:6][C:5]([C:8]2[CH:9]=[C:10]([NH2:19])[C:11]([NH:14][C:15]([CH3:18])([CH3:17])[CH3:16])=[CH:12][CH:13]=2)=[CH:4][N:3]=1.[Cl:20][C:21]1[CH:28]=[CH:27][C:24]([CH:25]=O)=[C:23]([C:29]2[O:33][N:32]=[C:31]([CH3:34])[N:30]=2)[CH:22]=1.OOS([O-])=O.[K+], predict the reaction product. The product is: [C:15]([N:14]1[C:11]2[CH:12]=[CH:13][C:8]([C:5]3[CH:4]=[N:3][C:2]([NH2:1])=[N:7][CH:6]=3)=[CH:9][C:10]=2[N:19]=[C:25]1[C:24]1[CH:27]=[CH:28][C:21]([Cl:20])=[CH:22][C:23]=1[C:29]1[O:33][N:32]=[C:31]([CH3:34])[N:30]=1)([CH3:16])([CH3:18])[CH3:17].